From a dataset of Forward reaction prediction with 1.9M reactions from USPTO patents (1976-2016). Predict the product of the given reaction. (1) Given the reactants Cl[CH2:2][CH2:3][O:4][C:5]1[C:6]([O:34][CH3:35])=[CH:7][C:8]2[N:12]=[CH:11][N:10]([C:13]3[S:17][C:16]([C:18]([NH2:20])=[O:19])=[C:15]([O:21][CH2:22][C:23]4[CH:28]=[CH:27][CH:26]=[CH:25][C:24]=4[C:29]([F:32])([F:31])[F:30])[CH:14]=3)[C:9]=2[CH:33]=1.C([O-])(O)=O.[Na+].[CH3:41][N:42]1[CH2:47][CH2:46][NH:45][CH2:44][CH2:43]1, predict the reaction product. The product is: [CH3:35][O:34][C:6]1[C:5]([O:4][CH2:3][CH2:2][N:45]2[CH2:46][CH2:47][N:42]([CH3:41])[CH2:43][CH2:44]2)=[CH:33][C:9]2[N:10]([C:13]3[S:17][C:16]([C:18]([NH2:20])=[O:19])=[C:15]([O:21][CH2:22][C:23]4[CH:28]=[CH:27][CH:26]=[CH:25][C:24]=4[C:29]([F:32])([F:31])[F:30])[CH:14]=3)[CH:11]=[N:12][C:8]=2[CH:7]=1. (2) Given the reactants Cl[C:2]1[C:11]2[CH2:10][CH2:9][C:8]([CH3:13])([CH3:12])[CH2:7][C:6]=2[N:5]=[C:4]([NH2:14])[N:3]=1.[CH3:15][N:16]1[CH2:21][CH2:20][NH:19][CH2:18][CH2:17]1, predict the reaction product. The product is: [CH3:12][C:8]1([CH3:13])[CH2:7][C:6]2[N:5]=[C:4]([NH2:14])[N:3]=[C:2]([N:19]3[CH2:20][CH2:21][N:16]([CH3:15])[CH2:17][CH2:18]3)[C:11]=2[CH2:10][CH2:9]1.